The task is: Predict the product of the given reaction.. This data is from Forward reaction prediction with 1.9M reactions from USPTO patents (1976-2016). Given the reactants Cl[CH2:2][C:3]1[CH:32]=[CH:31][C:6]([C:7]([NH:9][C:10]2[CH:15]=[CH:14][C:13]([CH3:16])=[C:12]([C:17]3[CH:22]=[C:21]([N:23]4[CH2:28][CH2:27][O:26][CH2:25][CH2:24]4)[C:20](=[O:29])[N:19]([CH3:30])[CH:18]=3)[CH:11]=2)=[O:8])=[CH:5][C:4]=1[C:33]([F:36])([F:35])[F:34].[NH3:37], predict the reaction product. The product is: [NH2:37][CH2:2][C:3]1[CH:32]=[CH:31][C:6]([C:7]([NH:9][C:10]2[CH:15]=[CH:14][C:13]([CH3:16])=[C:12]([C:17]3[CH:22]=[C:21]([N:23]4[CH2:28][CH2:27][O:26][CH2:25][CH2:24]4)[C:20](=[O:29])[N:19]([CH3:30])[CH:18]=3)[CH:11]=2)=[O:8])=[CH:5][C:4]=1[C:33]([F:36])([F:35])[F:34].